From a dataset of Catalyst prediction with 721,799 reactions and 888 catalyst types from USPTO. Predict which catalyst facilitates the given reaction. (1) Reactant: [C:1]1([NH:7][C:8]2[S:12][N:11]=[N:10][C:9]=2[C:13]([NH2:15])=O)[CH:6]=[CH:5][CH:4]=[CH:3][CH:2]=1.Cl.[N:17]1([C:22](N)=[NH:23])C=CC=N1.C(N(C(C)C)CC)(C)C. Product: [C:1]1([NH:7][C:8]2[S:12][N:11]=[N:10][C:9]=2[CH2:13][NH:15][C:22]([NH2:23])=[NH:17])[CH:6]=[CH:5][CH:4]=[CH:3][CH:2]=1. The catalyst class is: 17. (2) Reactant: [Cl:1][C:2]1[CH:12]=[CH:11][C:5]2[NH:6][C:7](SC)=[N:8][C:4]=2[C:3]=1[C:13]([O:15][CH3:16])=[O:14].[CH3:17]O.O[O:20][S:21]([O-:23])=O.[K+]. Product: [Cl:1][C:2]1[CH:12]=[CH:11][C:5]2[NH:6][C:7]([S:21]([CH3:17])(=[O:23])=[O:20])=[N:8][C:4]=2[C:3]=1[C:13]([O:15][CH3:16])=[O:14]. The catalyst class is: 6. (3) Reactant: CCN(C(C)C)C(C)C.F[C:11]1[CH:20]=[CH:19][C:14]([C:15]([O:17][CH3:18])=[O:16])=[CH:13][C:12]=1[N+:21]([O-:23])=[O:22].[CH3:24][O:25][C:26]1[CH:31]=[CH:30][C:29]([CH2:32][NH2:33])=[CH:28][CH:27]=1. Product: [CH3:24][O:25][C:26]1[CH:31]=[CH:30][C:29]([CH2:32][NH:33][C:11]2[CH:20]=[CH:19][C:14]([C:15]([O:17][CH3:18])=[O:16])=[CH:13][C:12]=2[N+:21]([O-:23])=[O:22])=[CH:28][CH:27]=1. The catalyst class is: 35. (4) Reactant: [N:1]12[CH2:8][CH2:7][C:4]([C:9]([C:17]3[CH:22]=[CH:21][CH:20]=[CH:19][CH:18]=3)([C:11]3[CH:16]=[CH:15][CH:14]=[CH:13][CH:12]=3)[OH:10])([CH2:5][CH2:6]1)[CH2:3][CH2:2]2.[Br:23][CH2:24][CH2:25][CH2:26][O:27][C:28]1[CH:33]=[CH:32][CH:31]=[CH:30][C:29]=1[OH:34]. Product: [Br-:23].[OH:10][C:9]([C:17]1[CH:22]=[CH:21][CH:20]=[CH:19][CH:18]=1)([C:11]1[CH:12]=[CH:13][CH:14]=[CH:15][CH:16]=1)[C:4]12[CH2:5][CH2:6][N+:1]([CH2:24][CH2:25][CH2:26][O:27][C:28]3[CH:33]=[CH:32][CH:31]=[CH:30][C:29]=3[OH:34])([CH2:2][CH2:3]1)[CH2:8][CH2:7]2. The catalyst class is: 23.